Dataset: Catalyst prediction with 721,799 reactions and 888 catalyst types from USPTO. Task: Predict which catalyst facilitates the given reaction. (1) Reactant: [CH2:1]([O:4][CH2:5][C:6](Cl)=[O:7])[C:2]#[CH:3].[CH3:9][NH:10][CH3:11]. Product: [CH3:9][N:10]([CH3:11])[C:6](=[O:7])[CH2:5][O:4][CH2:1][C:2]#[CH:3]. The catalyst class is: 7. (2) Reactant: O[C:2]1[C:15](C=O)=[CH:14][C:13]2[C:12](=[O:18])[C:11]3[C:6](=[CH:7][CH:8]=[CH:9][CH:10]=3)[C:5](=[O:19])[C:4]=2[C:3]=1C=O.[N+](=C)=[N-]. Product: [CH:7]1[C:6]2[C:5](=[O:19])[C:4]3[C:13](=[CH:14][CH:15]=[CH:2][CH:3]=3)[C:12](=[O:18])[C:11]=2[CH:10]=[CH:9][CH:8]=1. The catalyst class is: 7. (3) Reactant: [NH:1]1[CH2:4][CH:3]([C:5]([OH:7])=[O:6])[CH2:2]1.[H-].[Na+].Cl[C:11]1[C:20]2[C:15](=[C:16]([C:21]3[N:25]=[C:24]([C:26]4[CH:31]=[CH:30][C:29]([O:32][CH:33]([CH3:35])[CH3:34])=[C:28]([Cl:36])[CH:27]=4)[O:23][N:22]=3)[CH:17]=[CH:18][CH:19]=2)[CH:14]=[CH:13][N:12]=1. Product: [NH4+:1].[Cl:36][C:28]1[CH:27]=[C:26]([C:24]2[O:23][N:22]=[C:21]([C:16]3[CH:17]=[CH:18][CH:19]=[C:20]4[C:15]=3[CH:14]=[CH:13][N:12]=[C:11]4[N:1]3[CH2:4][CH:3]([C:5]([O-:7])=[O:6])[CH2:2]3)[N:25]=2)[CH:31]=[CH:30][C:29]=1[O:32][CH:33]([CH3:35])[CH3:34]. The catalyst class is: 16. (4) Reactant: C([O:5][C:6](=O)[NH:7][CH2:8][CH2:9][CH2:10][NH:11][C:12]([C:14]1[N:15]=[CH:16][C:17]2[C:18](=[O:32])[N:19]([CH2:25][C:26]3[CH:31]=[CH:30][CH:29]=[CH:28][CH:27]=3)[CH:20]=[CH:21][C:22]=2[C:23]=1[OH:24])=[O:13])(C)(C)C.FC(F)(F)C(O)=O.C([N:43](CC)CC)C.C[Si](N=C=O)(C)C. Product: [NH:7]([CH2:8][CH2:9][CH2:10][NH:11][C:12]([C:14]1[N:15]=[CH:16][C:17]2[C:18](=[O:32])[N:19]([CH2:25][C:26]3[CH:31]=[CH:30][CH:29]=[CH:28][CH:27]=3)[CH:20]=[CH:21][C:22]=2[C:23]=1[OH:24])=[O:13])[C:6]([NH2:43])=[O:5]. The catalyst class is: 91. (5) Reactant: [Cl:1][C:2]1[C:7]([F:8])=[C:6]([O:9]C)[CH:5]=[CH:4][C:3]=1[CH:11]([NH:22][C:23]1[CH:32]=[CH:31][CH:30]=[C:29]2[C:24]=1[CH:25]=[CH:26][C:27]([CH3:33])=[N:28]2)[C:12]([CH2:18][S:19][CH2:20][CH3:21])([C:14]([F:17])([F:16])[F:15])[OH:13].B(Br)(Br)Br. Product: [Cl:1][C:2]1[C:7]([F:8])=[C:6]([OH:9])[CH:5]=[CH:4][C:3]=1[CH:11]([NH:22][C:23]1[CH:32]=[CH:31][CH:30]=[C:29]2[C:24]=1[CH:25]=[CH:26][C:27]([CH3:33])=[N:28]2)[C:12]([CH2:18][S:19][CH2:20][CH3:21])([C:14]([F:16])([F:15])[F:17])[OH:13]. The catalyst class is: 4. (6) Product: [Br:6][C:7]1[N:8]=[C:9]([O:21][CH2:22][CH3:23])[N:10]([CH2:13][O:14][CH2:15][CH2:16][Si:17]([CH3:20])([CH3:19])[CH3:18])[C:11]=1[Cl:32]. The catalyst class is: 1. Reactant: C([Li])CCC.[Br:6][C:7]1[N:8]=[C:9]([O:21][CH2:22][CH3:23])[N:10]([CH2:13][O:14][CH2:15][CH2:16][Si:17]([CH3:20])([CH3:19])[CH3:18])[C:11]=1Br.CN(C)CCN(C)C.[Cl:32]C(Cl)(Cl)C(Cl)(Cl)Cl.[NH4+].[Cl-]. (7) Reactant: [Br:1][CH2:2][CH2:3][CH2:4][CH2:5][CH2:6][CH2:7][OH:8].[Si:9](Cl)([C:12]([CH3:15])([CH3:14])[CH3:13])([CH3:11])[CH3:10].C(N(CC)CC)C. Product: [Si:9]([O:8][CH2:7][CH2:6][CH2:5][CH2:4][CH2:3][CH2:2][Br:1])([C:12]([CH3:15])([CH3:14])[CH3:13])([CH3:11])[CH3:10]. The catalyst class is: 119.